Dataset: Catalyst prediction with 721,799 reactions and 888 catalyst types from USPTO. Task: Predict which catalyst facilitates the given reaction. (1) Reactant: [ClH:1].[Br:2][C:3]1[CH:4]=[CH:5][C:6]([CH2:9][C@@H:10]([C:19]([O:21][CH3:22])=[O:20])[NH:11]C(OC(C)(C)C)=O)=[N:7][CH:8]=1. Product: [ClH:1].[ClH:1].[Br:2][C:3]1[CH:4]=[CH:5][C:6]([CH2:9][C@@H:10]([C:19]([O:21][CH3:22])=[O:20])[NH2:11])=[N:7][CH:8]=1. The catalyst class is: 5. (2) Reactant: [Cl:1][C:2]1[CH:7]=[C:6]([NH:8][CH:9]2[CH2:11][CH2:10]2)[N:5]2[N:12]=[C:13]([CH3:17])[C:14]([CH:15]=[O:16])=[C:4]2[N:3]=1.C(N(CC)CC)C.CN(C1C=CC=CN=1)C.[C:34]([O:38][C:39](O[C:39]([O:38][C:34]([CH3:37])([CH3:36])[CH3:35])=[O:40])=[O:40])([CH3:37])([CH3:36])[CH3:35]. Product: [Cl:1][C:2]1[CH:7]=[C:6]([N:8]([CH:9]2[CH2:11][CH2:10]2)[C:39](=[O:40])[O:38][C:34]([CH3:37])([CH3:36])[CH3:35])[N:5]2[N:12]=[C:13]([CH3:17])[C:14]([CH:15]=[O:16])=[C:4]2[N:3]=1. The catalyst class is: 2. (3) Reactant: [OH:1][CH:2]([C:12]1[CH:17]=[CH:16][C:15]([CH3:18])=[CH:14][CH:13]=1)[C:3]#[C:4][C:5]1([OH:11])[CH2:10][CH2:9][CH2:8][CH2:7][CH2:6]1. Product: [OH:11][C:5]1([C:4]#[C:3][C:2]([C:12]2[CH:17]=[CH:16][C:15]([CH3:18])=[CH:14][CH:13]=2)=[O:1])[CH2:10][CH2:9][CH2:8][CH2:7][CH2:6]1. The catalyst class is: 327.